From a dataset of Forward reaction prediction with 1.9M reactions from USPTO patents (1976-2016). Predict the product of the given reaction. (1) Given the reactants [Br-:1].[Li+].CS(O[CH2:8][CH2:9][NH:10][C:11](=[O:17])[O:12][C:13]([CH3:16])([CH3:15])[CH3:14])(=O)=O, predict the reaction product. The product is: [Br:1][CH2:8][CH2:9][NH:10][C:11](=[O:17])[O:12][C:13]([CH3:16])([CH3:15])[CH3:14]. (2) Given the reactants [N:1]1[CH:2]=[CH:3][N:4]2[CH:9]=[C:8]([C:10]([NH:12][NH2:13])=[O:11])[CH:7]=[CH:6][C:5]=12.[F:14][C:15]([F:28])([F:27])[C:16]1[CH:17]=[C:18]([CH2:22][CH2:23][C:24](O)=O)[CH:19]=[CH:20][CH:21]=1, predict the reaction product. The product is: [F:14][C:15]([F:27])([F:28])[C:16]1[CH:17]=[C:18]([CH2:22][CH2:23][C:24]2[O:11][C:10]([C:8]3[CH:7]=[CH:6][C:5]4[N:4]([CH:3]=[CH:2][N:1]=4)[CH:9]=3)=[N:12][N:13]=2)[CH:19]=[CH:20][CH:21]=1.